Dataset: Drug-target binding data from BindingDB using Ki measurements. Task: Regression. Given a target protein amino acid sequence and a drug SMILES string, predict the binding affinity score between them. We predict pKi (pKi = -log10(Ki in M); higher means stronger inhibition). Dataset: bindingdb_ki. (1) The drug is CCOCCOc1cccc(C(=O)NCCCN2CCN(c3ccccc3OC)CC2)c1. The target protein sequence is MVFLSGNASDSSNCTHPPPPVNISKAILLGVILGGLIIFGVLGNILVILSVACHRHLHSVTHYYIVNLAVADLLLTSTVLPFSAIFEILGYWAFGRVFCNIWAAVDVLCCTASIMGLCIISIDRYIGVSYPLRYPTIVTQKRGLMALLCVWALSLVISIGPLFGWRQPAPEDETICQINEEPGYVLFSALGSFYVPLTIILVMYCRVYVVAKRESRGLKSGLKTDKSDSEQVTLRIHRKNAPVGGSGVTSAKNKTHFSVRLLKFSREKKAAKTLGIVVGCFVLCWLPFFLVMPIGSFFPDFRPSETVFKIAFWLGYLNSCINPIIYPCSSQEFKKAFQNVLRIQCLRRKQSSRHALGYTLHPTSHALEEQHKDLVRIPVGSGETFYKISKTDGVCEWKFFSSMPRASARITVPKDPSACTTARVRSKNFLQVCCCMGPSTPSRDENHPIPTIKIHTISLSENGEEV. The pKi is 7.9. (2) The compound is O=C(O)C(=O)Nc1sc2c(c1C(=O)O)CCOC2. The target protein (P23469) has sequence MEPLCPLLLVGFSLPLARALRGNETTADSNETTTTSGPPDPGASQPLLAWLLLPLLLLLLVLLLAAYFFRFRKQRKAVVSTSDKKMPNGILEEQEQQRVMLLSRSPSGPKKYFPIPVEHLEEEIRIRSADDCKQFREEFNSLPSGHIQGTFELANKEENREKNRYPNILPNDHSRVILSQLDGIPCSDYINASYIDGYKEKNKFIAAQGPKQETVNDFWRMVWEQKSATIVMLTNLKERKEEKCHQYWPDQGCWTYGNIRVCVEDCVVLVDYTIRKFCIQPQLPDGCKAPRLVSQLHFTSWPDFGVPFTPIGMLKFLKKVKTLNPVHAGPIVVHCSAGVGRTGTFIVIDAMMAMMHAEQKVDVFEFVSRIRNQRPQMVQTDMQYTFIYQALLEYYLYGDTELDVSSLEKHLQTMHGTTTHFDKIGLEEEFRKLTNVRIMKENMRTGNLPANMKKARVIQIIPYDFNRVILSMKRGQEYTDYINASFIDGYRQKDYFIATQ.... The pKi is 4.7. (3) The small molecule is O=C1CSc2ccc(OCC(O)CN3CCN(c4ccc(F)cc4)CC3)cc2N1. The target protein (P54833) has sequence MGQPANRSVFLLAPNGSHAPDQGDSQERSEAWVVGMGIVMSLIVLAIVFGNVLVITAIARFERLQTVTNYFITSLACADLVMGLAVVPFGASHILMKMWTFGNFWCEFWTSIDVLCVTASIETLCVIAVDRYFAITSPFKYQSLLTKNKARVVILMVWIVSGLTSFLPIQMHWYRATHQEAINCYAKETCCDFFTNQAYAIASSIVSFYLPLVVMVFVYSRVFQVAQRQLQKIDRSEGRFHAQNLSQVEQDGRSGHGHRRSSKFCLKEHKALKTLGIIMGTFTLCWLPFFIVNIVHVIQDNLIPKEVYILLNWVGYVNSAFNPLIYCRSPDFRIAFQELLCLRRSSLKAYGNGYSNNSNSRSDYAGEHSGCHLGQEKDSELLCEDPPGTEDRQGTVPSDSVDSQGRNCSTNDSLL. The pKi is 5.3. (4) The compound is Nc1nc(N)c2nc(CNc3ccc(C(=O)NC(CCOP(=O)(O)O)C(=O)O)cc3)cnc2n1. The target protein (P48760) has sequence MSWARSRLCSTLSLAAVSARGATTEGAARRGMSAWPAPQEPGMEYQDAVRTLNTLQTNASYLEQVKRQRSDPQAQLEAMEMYLARSGLQVEDLNRLNIIHVTGTKGKGSTCAFTERILRNYGLKTGFFSSPHMVQVRERIRINGKPISPELFTKHFWCLYNQLEEFKDDSHVSMPSYFRFLTLMAFHVFLQEKVDLAVVEVGIGGAFDCTNIIRKPVVCGVSSLGIDHTSLLGDTVEKIAWQKGGIFKPGVPAFTVVQPEGPLAVLRDRAQQIGCPLYLCPPLEALEEVGLPLSLGLEGAHQRSNAALALQLAHCWLERQDHQDIQELKVSRPSIRWQLPLAPVFRPTPHMRRGLRDTVWPGRTQILQRGPLTWYLDGAHTTSSVQACVHWYRQSLERSKRTDGGSEVHILLFNSTGDRDSAALLKLLQPCQFDYAVFCPNVTEVSSIGNADQQNFTVTLDQVLLRCLQHQQHWNGLAEKQASSNLWSSCGPDPAGPGSL.... The pKi is 5.1. (5) The compound is CN[C@@H](CCCN=C(N)N)C(=O)N[C@@H](CCCCN)C(=O)N1CCC[C@H]1C(=O)N[C@@H](Cc1c[nH]c2ccccc12)C(=O)N[C@H](C(=O)N[C@@H](CC(C)C)C(=O)O)C(C)(C)C. The target protein (P70310) has sequence METSSLWPPRPSPSAGLSLEARLGVDTRLWAKVLFTALYSLIFALGTAGNALSVHVVLKARAGRPGRLRYHVLSLALSALLLLLISVPMELYNFVWSHYPWVFGDLGCRGYYFVRELCAYATVLSVASLSAERCLAVCQPLRARRLLTPRRTRRLLSLVWVASLGLALPMAVIMGQKHEMERADGEPEPASRVCTVLVSRATLQVFIQVNVLVSFVLPLALTAFLNGITVNHLVALYSQVPSASAQVNSIPSRLELLSEEGLLGFITWRKTLSLGVQASLVRHKDASQIRSLQHSAQVLRAIVAVYVICWLPYHARRLMYCYIPDDGWTDELYDFYHYFYMVTNTLFYVSSAVTPVLYNAVSSSFRKLFLESLSSLCGEQRSVVPLPQEAPESTTSTYSFRLWGSPRNPSLGEIQV. The pKi is 8.4. (6) The compound is CC(C)C[C@H](NC(=O)[C@H](Cc1ccc(OP(=O)(O)O)cc1)NC(=O)OCc1ccccc1)C(=O)N1CCC[C@H]1C(=O)N[C@@H](CCC(N)=O)C(=O)NCc1ccccc1. The target protein sequence is GQANHPTAAVVTEKQQMLEQHLQDVRKRVQDLEQKMKVVENLQDDFDFNYKTLKSQGDMQDLNGNNQSVTRQKMQQLEQMLTALDQMRRSIVSELAGLLSAMEYVQKTLTDEELADWKRRQQIACIGGPPNICLDRLENWITSLAESQLQTRQQIKKLEELQQKVSYKGDPIVQHRPMLEERIVELFRNLMKSAFVVERQPCMPMHPDRPLVIKTGVQFTTKVRLLVKFPELNYQLKIKVCIDKDSGDVAALRGSRKFNILGTNTKVMNMEESNNGSLSAEFKHLTLREQRCGNGGRANCDASLIVTEELHLITFETEVYHQGLKIDLETHSLPVVVISNICQMPNAWASILWYNMLTNNPKNVNFFTKPPIGTWDQVAEVLSWQFSSTTKRGLSIEQLTTLAEKLLGPGVNYSGCQITWAKFCKENMAGKGFSFWVWLDNIIDLVKKYILALWNEGYIMGFISKERERAILSTKPPGTFLLRFSESSKEGGVTFTWVEK.... The pKi is 6.5. (7) The compound is COc1ccc2[nH]c(Cc3ccccc3)c(CCNC(C)=O)c2c1. The pKi is 9.8. The target protein sequence is MIWMLTLVAVMPNLHTGTLQYDPRVYSCTFSQSVSSAYTIAVVVFHFIIPMLMSSCCYLRIWILVLQVRRRVKPDNKPKLKPQDFRNFITMFVVFVLFAICWAPLNFIVLLGRS. (8) The drug is Cc1cc(NC(=O)NCCN2CCC(O)(Cc3ccccc3)CC2)c2ccccc2n1. The target protein (Q8HYC2) has sequence MYKLASCCLLFIGFLNPLFSLPLLDSGEVSLQLSAPHEDAPLTSEELERASLLQILPEMLLGAERGDSLRKADSSTNIFNPRGNLRKFQDFSGQDPDILLSHLLARIRKPYKKRETPDCFWKYCV. The pKi is 8.4.